Dataset: Full USPTO retrosynthesis dataset with 1.9M reactions from patents (1976-2016). Task: Predict the reactants needed to synthesize the given product. (1) Given the product [CH3:1][O:2][C:3]1[CH:9]=[CH:8][CH:7]=[CH:6][C:4]=1[NH:5][C:11]1[CH:16]=[CH:15][CH:14]=[CH:13][CH:12]=1, predict the reactants needed to synthesize it. The reactants are: [CH3:1][O:2][C:3]1[CH:9]=[CH:8][CH:7]=[CH:6][C:4]=1[NH2:5].Br[C:11]1[CH:16]=[CH:15][CH:14]=[CH:13][CH:12]=1.COC1C=CC=C(OC)C=1C1C=CC=CC=1P(C1CCCCC1)C1CCCCC1.CC(C)([O-])C.[Na+]. (2) Given the product [CH3:27][O:26][C:24]1[CH:23]=[C:22]2[C:4](=[C:3]([O:2][CH3:1])[CH:25]=1)[O:5][CH2:6][C@H:7]1[C@@:8]2([CH3:21])[CH2:9][CH2:10][C@@H:11]2[C@:16]1([CH3:17])[CH2:15][CH2:14][CH2:13][C:12]2([CH3:19])[CH3:18], predict the reactants needed to synthesize it. The reactants are: [CH3:1][O:2][C:3]1[CH:25]=[C:24]([O:26][CH3:27])[CH:23]=[CH:22][C:4]=1[O:5][CH2:6][C@@H:7]1[C@:16]2([CH3:17])[C@H:11]([C:12]([CH3:19])([CH3:18])[CH2:13][CH2:14][CH2:15]2)[CH2:10][CH2:9][C@@:8]1([CH3:21])O.Cl[Sn](Cl)(Cl)Cl.